Dataset: Reaction yield outcomes from USPTO patents with 853,638 reactions. Task: Predict the reaction yield, written as a fraction of the theoretical maximum amount of product (1.0 means a 100% yield; for example, 0.34 means a 34% yield). (1) The reactants are [CH3:1][N:2]([CH:6]1[CH2:19][C:18]2[C:9]([CH3:28])([CH:10]3[CH:15]([CH2:16][CH:17]=2)[CH:14]2[CH2:20][CH2:21][CH:22]4[CH:23]([CH3:27])[N:24]([CH3:26])[CH2:25][C:13]24[CH2:12][CH2:11]3)[CH2:8][CH2:7]1)[C:3](Cl)=[O:4].[CH2:29]([OH:33])[CH2:30][CH2:31][OH:32]. The catalyst is N1C=CC=CC=1. The product is [OH:32][CH2:31][CH2:30][CH2:29][O:33][C:3](=[O:4])[N:2]([CH3:1])[CH:6]1[CH2:19][C:18]2[C:9]([CH3:28])([CH:10]3[CH:15]([CH2:16][CH:17]=2)[CH:14]2[CH2:20][CH2:21][CH:22]4[CH:23]([CH3:27])[N:24]([CH3:26])[CH2:25][C:13]24[CH2:12][CH2:11]3)[CH2:8][CH2:7]1. The yield is 0.228. (2) The reactants are [CH:1]1([CH2:5][C:6]2[CH:15]=[CH:14][C:9]([C:10]([O:12][CH3:13])=[O:11])=[C:8]([CH3:16])[CH:7]=2)[CH2:4][CH2:3][CH2:2]1.[I:17]I.S(=O)(=O)(O)O. The catalyst is CC(O)=O. The product is [CH:1]1([CH2:5][C:6]2[C:15]([I:17])=[CH:14][C:9]([C:10]([O:12][CH3:13])=[O:11])=[C:8]([CH3:16])[CH:7]=2)[CH2:4][CH2:3][CH2:2]1. The yield is 0.600. (3) The reactants are [OH:1][CH2:2][CH:3]([CH3:28])[O:4][C:5]1[CH:13]=[C:12]2[C:8]([CH:9]=[CH:10][N:11]2[C:14]2[N:18]([CH3:19])[N:17]=[C:16]([CH3:20])[C:15]=2/[CH:21]=[CH:22]/[C:23]([O:25][CH2:26][CH3:27])=[O:24])=[CH:7][CH:6]=1.[H-].[Na+].[CH3:31]I.O. The catalyst is CN(C)C=O. The product is [CH3:31][O:1][CH2:2][CH:3]([CH3:28])[O:4][C:5]1[CH:13]=[C:12]2[C:8]([CH:9]=[CH:10][N:11]2[C:14]2[N:18]([CH3:19])[N:17]=[C:16]([CH3:20])[C:15]=2/[CH:21]=[CH:22]/[C:23]([O:25][CH2:26][CH3:27])=[O:24])=[CH:7][CH:6]=1. The yield is 0.730. (4) The reactants are I[C:2]1[C:11](=[O:12])[C:10]2[C:5](=[CH:6][CH:7]=[CH:8][CH:9]=2)[S:4][C:3]=1[CH3:13].[C:14]1(B(O)O)[CH:19]=[CH:18][CH:17]=[CH:16][CH:15]=1.C(=O)([O-])[O-].[K+].[K+]. The catalyst is CN(C)C=O.O.Cl[Pd](Cl)([P](C1C=CC=CC=1)(C1C=CC=CC=1)C1C=CC=CC=1)[P](C1C=CC=CC=1)(C1C=CC=CC=1)C1C=CC=CC=1. The product is [CH3:13][C:3]1[S:4][C:5]2[C:10]([C:11](=[O:12])[C:2]=1[C:14]1[CH:19]=[CH:18][CH:17]=[CH:16][CH:15]=1)=[CH:9][CH:8]=[CH:7][CH:6]=2. The yield is 0.930. (5) The reactants are [C:1]1([CH2:7][CH2:8][CH2:9][CH2:10][OH:11])[CH:6]=[CH:5][CH:4]=[CH:3][CH:2]=1.CC(OI1(OC(C)=O)(OC(C)=O)OC(=O)C2C=CC=CC1=2)=O. The catalyst is C(Cl)Cl. The product is [C:1]1([CH2:7][CH2:8][CH2:9][CH:10]=[O:11])[CH:6]=[CH:5][CH:4]=[CH:3][CH:2]=1. The yield is 0.610. (6) The catalyst is C1C=CC=CC=1. The reactants are [CH3:1][CH:2]([CH:6]([CH3:10])[C:7](=[O:9])[CH3:8])[C:3](=O)[CH3:4].C1(C)C=CC(S(O)(=O)=O)=CC=1. The yield is 0.190. The product is [CH3:4][C:3]1[O:9][C:7]([CH3:8])=[C:6]([CH3:10])[C:2]=1[CH3:1].